From a dataset of Retrosynthesis with 50K atom-mapped reactions and 10 reaction types from USPTO. Predict the reactants needed to synthesize the given product. (1) Given the product Cc1nn(Cc2c(F)cccc2Cl)c2cc(Br)ccc12, predict the reactants needed to synthesize it. The reactants are: Cc1n[nH]c2cc(Br)ccc12.Fc1cccc(Cl)c1CCl. (2) Given the product Cn1c(-c2ccccc2)cc2ccc([N+](=O)[O-])cc21, predict the reactants needed to synthesize it. The reactants are: CI.O=[N+]([O-])c1ccc2cc(-c3ccccc3)[nH]c2c1.